From a dataset of Catalyst prediction with 721,799 reactions and 888 catalyst types from USPTO. Predict which catalyst facilitates the given reaction. (1) Reactant: Cl[C:2]1[CH:7]=[CH:6][NH:5][C:4](=[O:8])[C:3]=1[N+:9]([O-:11])=[O:10].Cl.[CH:13]1([CH:16]([NH2:19])[CH2:17][CH3:18])[CH2:15][CH2:14]1.C(N(CC)C(C)C)(C)C. Product: [CH:13]1([CH:16]([NH:19][C:2]2[CH:7]=[CH:6][NH:5][C:4](=[O:8])[C:3]=2[N+:9]([O-:11])=[O:10])[CH2:17][CH3:18])[CH2:15][CH2:14]1. The catalyst class is: 23. (2) Reactant: N[C:2]1[CH:10]=[CH:9][C:8]([Br:11])=[CH:7][C:3]=1[C:4]([NH2:6])=[O:5].C([N:14](CC)CC)C.[C:19](Cl)(=[O:28])[C:20]1[C:21]([O:26][CH3:27])=[CH:22][CH:23]=[CH:24][CH:25]=1.Cl.C(N(CC)CC)C. Product: [C:19]([C:2]1[C:10]([NH2:14])=[CH:9][C:8]([Br:11])=[CH:7][C:3]=1[C:4]([NH2:6])=[O:5])(=[O:28])[C:20]1[C:21]([O:26][CH3:27])=[CH:22][CH:23]=[CH:24][CH:25]=1. The catalyst class is: 1.